This data is from Catalyst prediction with 721,799 reactions and 888 catalyst types from USPTO. The task is: Predict which catalyst facilitates the given reaction. (1) Reactant: [CH2:1]([O:8][C:9]([NH:11][C@H:12]([C:22]([OH:24])=[O:23])[CH2:13][NH:14][C:15]([O:17][C:18]([CH3:21])([CH3:20])[CH3:19])=[O:16])=[O:10])[C:2]1[CH:7]=[CH:6][CH:5]=[CH:4][CH:3]=1.[CH3:25][Si:26]([CH:29](O)[CH3:30])([CH3:28])[CH3:27].C1CCC(N=C=NC2CCCCC2)CC1. Product: [CH2:1]([O:8][C:9]([NH:11][C@H:12]([C:22]([O:24][CH2:30][CH2:29][Si:26]([CH3:28])([CH3:27])[CH3:25])=[O:23])[CH2:13][NH:14][C:15]([O:17][C:18]([CH3:20])([CH3:19])[CH3:21])=[O:16])=[O:10])[C:2]1[CH:3]=[CH:4][CH:5]=[CH:6][CH:7]=1. The catalyst class is: 154. (2) Reactant: C(NC(C)C)(C)C.[Li]CCCC.[Br:13][C:14]1[CH:22]=[CH:21][C:17]([C:18]([OH:20])=[O:19])=[C:16]([CH3:23])[CH:15]=1.[C:24](=O)([O:27]C)[O:25]C. Product: [Br:13][C:14]1[CH:22]=[CH:21][C:17]([C:18]([OH:20])=[O:19])=[C:16]([CH2:23][C:24]([OH:27])=[O:25])[CH:15]=1. The catalyst class is: 1. (3) Reactant: [Br:1][C:2]1[CH:7]=[CH:6][C:5]([S:8](Cl)(=[O:10])=[O:9])=[CH:4][CH:3]=1.Cl.[F:13][C:14]1([F:19])[CH2:18][CH2:17][NH:16][CH2:15]1.CCN(C(C)C)C(C)C.Cl. Product: [Br:1][C:2]1[CH:7]=[CH:6][C:5]([S:8]([N:16]2[CH2:17][CH2:18][C:14]([F:19])([F:13])[CH2:15]2)(=[O:10])=[O:9])=[CH:4][CH:3]=1. The catalyst class is: 2. (4) Reactant: [CH3:1][O:2][C:3]1[CH:8]=[CH:7][C:6]([CH2:9][CH2:10][O:11][C:12]2[CH:24]=[CH:23][C:15]([C:16]([NH:18][CH2:19][C:20]([OH:22])=[O:21])=O)=[CH:14][CH:13]=2)=[CH:5][CH:4]=1.[Cl:25][C:26]1[CH:33]=[CH:32][C:29]([CH:30]=O)=[CH:28][CH:27]=1.C([O-])(=O)C.[Na+].C(OC(=O)C)(=O)C. Product: [Cl:25][C:26]1[CH:33]=[CH:32][C:29](/[CH:30]=[C:19]2\[N:18]=[C:16]([C:15]3[CH:14]=[CH:13][C:12]([O:11][CH2:10][CH2:9][C:6]4[CH:5]=[CH:4][C:3]([O:2][CH3:1])=[CH:8][CH:7]=4)=[CH:24][CH:23]=3)[O:22][C:20]\2=[O:21])=[CH:28][CH:27]=1. The catalyst class is: 6. (5) Reactant: [F:1][C:2]1[CH:7]=[CH:6][C:5](B(O)O)=[CH:4][CH:3]=1.Cl.Br[C:13]1[CH:18]=[CH:17][N:16]=[CH:15][CH:14]=1.C(=O)([O-])[O-].[Na+].[Na+]. Product: [F:1][C:2]1[CH:7]=[CH:6][C:5]([C:13]2[CH:18]=[CH:17][N:16]=[CH:15][CH:14]=2)=[CH:4][CH:3]=1. The catalyst class is: 57.